This data is from Catalyst prediction with 721,799 reactions and 888 catalyst types from USPTO. The task is: Predict which catalyst facilitates the given reaction. (1) Reactant: BrC1C=CC(=O)N(CC2C=CC(CC)=CC=2)C=1.[C:18]([O:21][C@@H:22]1[C@@H:27]([O:28][C:29](=[O:31])[CH3:30])[C@H:26]([O:32][C:33](=[O:35])[CH3:34])[C@@H:25]([CH2:36][O:37][C:38](=[O:40])[CH3:39])[O:24][C@H:23]1[C:41]1[CH:42]=[CH:43][C:44]([Cl:49])=[C:45]([CH:48]=1)[CH:46]=O)(=[O:20])[CH3:19].[CH2:50]1[C:58]2[C:53](=[CH:54][CH:55]=[CH:56][CH:57]=2)[CH2:52][NH:51]1.C(O[BH-](OC(=O)C)OC(=O)C)(=O)C.[Na+].C(=O)([O-])O.[Na+]. Product: [C:18]([O:21][C@@H:22]1[C@@H:27]([O:28][C:29](=[O:31])[CH3:30])[C@H:26]([O:32][C:33](=[O:35])[CH3:34])[C@@H:25]([CH2:36][O:37][C:38](=[O:40])[CH3:39])[O:24][C@H:23]1[C:41]1[CH:42]=[CH:43][C:44]([Cl:49])=[C:45]([CH2:46][N:51]2[CH2:52][C:53]3[C:58](=[CH:57][CH:56]=[CH:55][CH:54]=3)[CH2:50]2)[CH:48]=1)(=[O:20])[CH3:19]. The catalyst class is: 478. (2) Reactant: [CH2:1]([C@@H:5]1[NH:10][CH2:9][C@H:8]([CH2:11][CH:12]([CH3:14])[CH3:13])[NH:7][C:6]1=[O:15])[CH:2]([CH3:4])[CH3:3].Br[CH2:17][C:18]1[CH:23]=[CH:22][C:21]([F:24])=[CH:20][C:19]=1[C:25]([F:28])([F:27])[F:26].C([O-])([O-])=O.[K+].[K+].[Na+].[I-]. Product: [F:24][C:21]1[CH:22]=[CH:23][C:18]([CH2:17][N:10]2[CH2:9][C@H:8]([CH2:11][CH:12]([CH3:14])[CH3:13])[NH:7][C:6](=[O:15])[C@@H:5]2[CH2:1][CH:2]([CH3:4])[CH3:3])=[C:19]([C:25]([F:26])([F:27])[F:28])[CH:20]=1. The catalyst class is: 3. (3) Reactant: [CH:1]([O:4][C:5]([N:7]1[CH2:12][CH2:11][CH:10]([O:13][CH2:14][C:15]2[N:19]=[C:18]([C:20]3[CH:21]=[N:22][CH:23]=[N:24][C:25]=3Cl)[O:17][N:16]=2)[CH2:9][CH2:8]1)=[O:6])([CH3:3])[CH3:2].[C:27]([O:31][C:32](=[O:47])[NH:33][C@@H:34]1[C@@H:38]([C:39]2[CH:44]=[C:43]([F:45])[CH:42]=[CH:41][C:40]=2[F:46])[CH2:37][NH:36][CH2:35]1)([CH3:30])([CH3:29])[CH3:28].CCN(C(C)C)C(C)C. Product: [CH:1]([O:4][C:5]([N:7]1[CH2:12][CH2:11][CH:10]([O:13][CH2:14][C:15]2[N:19]=[C:18]([C:20]3[CH:21]=[N:22][C:23]([N:36]4[CH2:37][C@H:38]([C:39]5[CH:44]=[C:43]([F:45])[CH:42]=[CH:41][C:40]=5[F:46])[C@@H:34]([NH:33][C:32]([O:31][C:27]([CH3:30])([CH3:29])[CH3:28])=[O:47])[CH2:35]4)=[N:24][CH:25]=3)[O:17][N:16]=2)[CH2:9][CH2:8]1)=[O:6])([CH3:3])[CH3:2]. The catalyst class is: 107. (4) Reactant: [F:1][C:2]([F:16])([F:15])[C:3]1[CH:4]=[C:5]([CH:8]=[C:9]([C:11]([F:14])([F:13])[F:12])[CH:10]=1)[CH:6]=O.[NH2:17][C:18]1[N:19]=[N:20][N:21]([CH3:23])[N:22]=1. Product: [F:1][C:2]([F:16])([F:15])[C:3]1[CH:4]=[C:5]([CH:8]=[C:9]([C:11]([F:14])([F:13])[F:12])[CH:10]=1)[CH2:6][NH:17][C:18]1[N:19]=[N:20][N:21]([CH3:23])[N:22]=1. The catalyst class is: 11. (5) Reactant: [CH3:1][C:2]1([CH3:15])[O:7][C:6]2[CH:8]=[CH:9][C:10]([CH:12]([OH:14])[CH3:13])=[CH:11][C:5]=2[CH2:4][O:3]1.Br[CH2:17][CH2:18][CH2:19][CH2:20][CH2:21][CH2:22][CH2:23][O:24][CH2:25][CH2:26][CH2:27][C:28]1[CH:29]=[C:30]([S:34]([NH2:37])(=[O:36])=[O:35])[CH:31]=[CH:32][CH:33]=1.C(N(CC)[CH:42]([CH3:44])[CH3:43])(C)C.[C:47](#[N:49])[CH3:48].[CH2:50](OCC)[CH3:51]. Product: [CH2:47]([N:49]([CH2:13][C@@H:12]([C:10]1[CH:9]=[CH:8][C:6]2[O:7][C:2]([CH3:1])([CH3:15])[O:3][CH2:4][C:5]=2[CH:11]=1)[OH:14])[CH2:17][CH2:18][CH2:19][CH2:20][CH2:21][CH2:22][CH2:23][O:24][CH2:25][CH2:26][CH2:27][C:28]1[CH:29]=[C:30]([S:34]([NH2:37])(=[O:36])=[O:35])[CH:31]=[CH:32][CH:33]=1)[C:48]1[CH:43]=[CH:42][CH:44]=[CH:51][CH:50]=1. The catalyst class is: 6. (6) Reactant: [O:1]1[CH2:5][CH:4]([CH2:6][OH:7])[O:3][CH2:2]1.[C:8](=O)([O-:10])[O-:9].[Cs+].[Cs+].[NH2:14][C:15](=[O:58])[C:16]([CH3:57])([CH3:56])[CH2:17][NH:18][C:19]([C@H:21]([CH:53]([CH3:55])[CH3:54])[CH2:22][C@@H:23]1[O:27][CH2:26][N:25]([C:28]([O:30][CH2:31]Cl)=[O:29])[C@H:24]1[CH2:33][C@H:34]([CH2:38][C:39]1[CH:44]=[CH:43][C:42]([O:45][CH3:46])=[C:41]([O:47][CH2:48][CH2:49][CH2:50][O:51][CH3:52])[CH:40]=1)[CH:35]([CH3:37])[CH3:36])=[O:20]. Product: [NH2:14][C:15](=[O:58])[C:16]([CH3:57])([CH3:56])[CH2:17][NH:18][C:19]([C@H:21]([CH:53]([CH3:55])[CH3:54])[CH2:22][C@@H:23]1[O:27][CH2:26][N:25]([C:28]([O:30][CH2:31][O:10][C:8]([O:7][CH2:6][CH:4]2[CH2:5][O:1][CH2:2][O:3]2)=[O:9])=[O:29])[C@H:24]1[CH2:33][C@H:34]([CH2:38][C:39]1[CH:44]=[CH:43][C:42]([O:45][CH3:46])=[C:41]([O:47][CH2:48][CH2:49][CH2:50][O:51][CH3:52])[CH:40]=1)[CH:35]([CH3:37])[CH3:36])=[O:20]. The catalyst class is: 682. (7) Reactant: [N-:1]=[C:2]=[O:3].[N-]=C=O.C1(C)C=CC=CC=1.[C:14]([O:18]CCO)(=[O:17])[CH:15]=[CH2:16]. Product: [C:14]([OH:18])(=[O:17])[CH:15]=[CH2:16].[NH2:1][C:2]([O:17][CH2:14][CH3:15])=[O:3]. The catalyst class is: 610. (8) Reactant: CS(C)=O.C(Cl)(=O)C(Cl)=O.[CH3:11][O:12][CH2:13][C@@H:14]1[O:18][C:17]2([CH2:23][CH2:22][CH2:21][CH2:20][CH2:19]2)[O:16][C@H:15]1[CH2:24][OH:25].C(N(CC)CC)C. Product: [CH3:11][O:12][CH2:13][C@@H:14]1[O:18][C:17]2([CH2:19][CH2:20][CH2:21][CH2:22][CH2:23]2)[O:16][C@H:15]1[CH:24]=[O:25]. The catalyst class is: 34. (9) Reactant: [NH2:1][C:2]1[C:11]2[C:6](=[N:7][C:8]([C:19]3[CH:24]=[CH:23][C:22]([Cl:25])=[CH:21][C:20]=3[Cl:26])=[C:9]([C:12]3[CH:17]=[CH:16][C:15]([Cl:18])=[CH:14][CH:13]=3)[CH:10]=2)[N:5]([CH3:27])[C:4](=[O:28])[C:3]=1[CH3:29].[H-].[Na+].[C:32](Cl)(=[O:34])[CH3:33].CCN(CC)CC. Product: [Cl:18][C:15]1[CH:14]=[CH:13][C:12]([C:9]2[CH:10]=[C:11]3[C:6](=[N:7][C:8]=2[C:19]2[CH:24]=[CH:23][C:22]([Cl:25])=[CH:21][C:20]=2[Cl:26])[N:5]([CH3:27])[C:4](=[O:28])[C:3]([CH3:29])=[C:2]3[NH:1][C:32](=[O:34])[CH3:33])=[CH:17][CH:16]=1. The catalyst class is: 118.